The task is: Predict which catalyst facilitates the given reaction.. This data is from Catalyst prediction with 721,799 reactions and 888 catalyst types from USPTO. Reactant: [CH2:1]([N:3]1[CH2:8][CH2:7][CH2:6][CH:5]([CH2:9][C:10]2[CH:15]=[C:14]([F:16])[CH:13]=[CH:12][C:11]=2[S:17](Cl)(=[O:19])=[O:18])[CH2:4]1)[CH3:2].[NH2:21][C:22]1[C:31]([C:32]([O:34][CH3:35])=[O:33])=[C:30]2[C:25]([C@H:26]3[CH2:36][C@H:27]3[CH2:28][O:29]2)=[CH:24][CH:23]=1. Product: [CH2:1]([N:3]1[CH2:8][CH2:7][CH2:6][CH:5]([CH2:9][C:10]2[CH:15]=[C:14]([F:16])[CH:13]=[CH:12][C:11]=2[S:17]([NH:21][C:22]2[C:31]([C:32]([O:34][CH3:35])=[O:33])=[C:30]3[C:25]([C@H:26]4[CH2:36][C@H:27]4[CH2:28][O:29]3)=[CH:24][CH:23]=2)(=[O:19])=[O:18])[CH2:4]1)[CH3:2]. The catalyst class is: 202.